Dataset: Reaction yield outcomes from USPTO patents with 853,638 reactions. Task: Predict the reaction yield, written as a fraction of the theoretical maximum amount of product (1.0 means a 100% yield; for example, 0.34 means a 34% yield). (1) The reactants are O1CCCCC1[N:7]1[C:15]2[C:10](=[CH:11][C:12]([C:16]([NH2:18])=[O:17])=[CH:13][CH:14]=2)[C:9]([C:19]2[CH:24]=[CH:23][CH:22]=[C:21]([NH:25][C:26]([C:28]3[CH:29]=[N:30][CH:31]=[CH:32][CH:33]=3)=[O:27])[CH:20]=2)=[N:8]1.OO.[OH-].[Na+].O. The catalyst is C(O)C. The product is [N:30]1[CH:31]=[CH:32][CH:33]=[C:28]([C:26]([NH:25][C:21]2[CH:20]=[C:19]([C:9]3[C:10]4[C:15](=[CH:14][CH:13]=[C:12]([C:16]([NH2:18])=[O:17])[CH:11]=4)[NH:7][N:8]=3)[CH:24]=[CH:23][CH:22]=2)=[O:27])[CH:29]=1. The yield is 0.300. (2) The reactants are [CH2:1]1[CH2:6][CH2:5][CH:4]([C@H:7]([NH:11][C:12]([O:14]CC2C3C(=CC=CC=3)C3C2=CC=CC=3)=O)[C:8](O)=O)[CH2:3][CH2:2]1.COC(=O)[C@H:32]([CH2:34][CH:35]([CH3:37])[CH3:36])[NH2:33]. No catalyst specified. The product is [CH:4]1([C@@H:7]2[NH:11][C:12](=[O:14])[C@H:32]([CH2:34][CH:35]([CH3:37])[CH3:36])[NH:33][CH2:8]2)[CH2:3][CH2:2][CH2:1][CH2:6][CH2:5]1. The yield is 0.0797. (3) The reactants are [I:1][C:2]1[N:7]=[CH:6][N:5]=[C:4]([NH:8][C@H:9]2[C@@H:13]3[O:14][C:15]([CH3:18])([CH3:17])[O:16][C@@H:12]3[C@@H:11]([CH2:19][OH:20])[CH2:10]2)[CH:3]=1.N1C=CN=C1.[Si:26](Cl)([C:29]([CH3:32])([CH3:31])[CH3:30])([CH3:28])[CH3:27]. The catalyst is CN(C=O)C.O. The product is [Si:26]([O:20][CH2:19][C@@H:11]1[C@H:12]2[O:16][C:15]([CH3:17])([CH3:18])[O:14][C@H:13]2[C@H:9]([NH:8][C:4]2[CH:3]=[C:2]([I:1])[N:7]=[CH:6][N:5]=2)[CH2:10]1)([C:29]([CH3:32])([CH3:31])[CH3:30])([CH3:28])[CH3:27]. The yield is 0.860. (4) The reactants are C([O-])([O-])=O.[Cs+].[Cs+].[CH3:7][O:8][C:9]1[CH:14]=[C:13]([CH3:15])[CH:12]=[CH:11][C:10]=1B(O)O.Cl[C:20]1[C:29]2[C:24](=[CH:25][C:26]([S:30]([N:33](CC3C=CC(OC)=CC=3)[C:34]3[S:35][CH:36]=[CH:37][N:38]=3)(=[O:32])=[O:31])=[CH:27][CH:28]=2)[CH:23]=[CH:22][N:21]=1. The catalyst is COCCOC.O.C1C=CC([P]([Pd]([P](C2C=CC=CC=2)(C2C=CC=CC=2)C2C=CC=CC=2)([P](C2C=CC=CC=2)(C2C=CC=CC=2)C2C=CC=CC=2)[P](C2C=CC=CC=2)(C2C=CC=CC=2)C2C=CC=CC=2)(C2C=CC=CC=2)C2C=CC=CC=2)=CC=1. The product is [CH3:7][O:8][C:9]1[CH:14]=[C:13]([CH3:15])[CH:12]=[CH:11][C:10]=1[C:20]1[C:29]2[C:24](=[CH:25][C:26]([S:30]([NH:33][C:34]3[S:35][CH:36]=[CH:37][N:38]=3)(=[O:32])=[O:31])=[CH:27][CH:28]=2)[CH:23]=[CH:22][N:21]=1. The yield is 0.510.